From a dataset of M1 muscarinic receptor antagonist screen with 61,756 compounds. Binary Classification. Given a drug SMILES string, predict its activity (active/inactive) in a high-throughput screening assay against a specified biological target. (1) The drug is S(=O)(=O)(N1CCOCC1)c1ccc(CCC(Oc2ccccc2)=O)cc1. The result is 0 (inactive). (2) The result is 0 (inactive). The drug is Clc1ccc(C2NC(=O)NC(=C2C(OCc2cc3OCOc3cc2)=O)C)cc1.